The task is: Predict the reaction yield, written as a fraction of the theoretical maximum amount of product (1.0 means a 100% yield; for example, 0.34 means a 34% yield).. This data is from Reaction yield outcomes from USPTO patents with 853,638 reactions. (1) The reactants are [Cl:1][C:2]1[N:3]=[C:4]([CH:11]=[O:12])[CH:5]=[C:6]2[CH:10]=[CH:9][O:8][C:7]=12.[OH:13]P([O-])(O)=O.[K+].[O-]Cl=O.[Na+].[OH-].[Na+]. The catalyst is CS(C)=O.O. The product is [Cl:1][C:2]1[N:3]=[C:4]([C:11]([OH:13])=[O:12])[CH:5]=[C:6]2[CH:10]=[CH:9][O:8][C:7]=12. The yield is 0.550. (2) The reactants are [N:1]([CH:4]1[C:13]2[C:8](=[CH:9][CH:10]=[C:11]([O:14][CH3:15])[CH:12]=2)[C:7](=[O:16])[C:6]([CH3:18])([CH3:17])[CH2:5]1)=[N+]=[N-].[H][H]. The catalyst is CCO.[Pd]. The product is [NH2:1][CH:4]1[C:13]2[C:8](=[CH:9][CH:10]=[C:11]([O:14][CH3:15])[CH:12]=2)[C:7](=[O:16])[C:6]([CH3:18])([CH3:17])[CH2:5]1. The yield is 0.910. (3) The reactants are [CH2:1]([C@H:8]1[CH2:13][N:12]([C:14]2[CH:22]=[C:21]3[C:17]([C:18]([CH2:27][CH3:28])=[N:19][N:20]3[CH:23]3[CH2:26][CH2:25][CH2:24]3)=[CH:16][CH:15]=2)[CH2:11][CH2:10][N:9]1[C:29](=[O:36])[CH2:30][C:31]1[CH:32]=[N:33][NH:34][CH:35]=1)[C:2]1[CH:7]=[CH:6][CH:5]=[CH:4][CH:3]=1.[H-].[Na+].[CH2:39](I)[CH3:40]. The product is [CH2:1]([C@H:8]1[CH2:13][N:12]([C:14]2[CH:22]=[C:21]3[C:17]([C:18]([CH2:27][CH3:28])=[N:19][N:20]3[CH:23]3[CH2:26][CH2:25][CH2:24]3)=[CH:16][CH:15]=2)[CH2:11][CH2:10][N:9]1[C:29](=[O:36])[CH2:30][C:31]1[CH:32]=[N:33][N:34]([CH2:39][CH3:40])[CH:35]=1)[C:2]1[CH:7]=[CH:6][CH:5]=[CH:4][CH:3]=1. The catalyst is CN(C=O)C.CCOC(C)=O. The yield is 0.440. (4) The reactants are [F:1][C:2]([F:30])([F:29])[O:3][C:4]1[C:5]([C:19]2[CH:20]=[N:21][C:22]([C:25]([F:28])([F:27])[F:26])=[N:23][CH:24]=2)=[CH:6][C:7]([CH2:10][NH:11]C(=O)OC(C)(C)C)=[N:8][CH:9]=1.[ClH:31]. The catalyst is O1CCOCC1. The product is [ClH:31].[F:30][C:2]([F:1])([F:29])[O:3][C:4]1[C:5]([C:19]2[CH:24]=[N:23][C:22]([C:25]([F:26])([F:27])[F:28])=[N:21][CH:20]=2)=[CH:6][C:7]([CH2:10][NH2:11])=[N:8][CH:9]=1. The yield is 0.860. (5) The reactants are [Br:1][C:2]1[C:7]([CH3:8])=[CH:6][C:5]([N+:9]([O-:11])=[O:10])=[CH:4][N:3]=1.[Br:12]N1C(=O)CCC1=O.N(C1(C#N)CCCCC1)=NC1(C#N)CCCCC1. The catalyst is C(Cl)(Cl)(Cl)Cl. The product is [Br:1][C:2]1[C:7]([CH2:8][Br:12])=[CH:6][C:5]([N+:9]([O-:11])=[O:10])=[CH:4][N:3]=1. The yield is 0.740.